From a dataset of Catalyst prediction with 721,799 reactions and 888 catalyst types from USPTO. Predict which catalyst facilitates the given reaction. (1) Reactant: [OH:1][CH:2]1[O:21][C@H:20]([CH2:22][OH:23])[C@@H:7]([O:8][C@@H:9]2[O:17][C@H:16]([CH2:18][OH:19])[C@H:14]([OH:15])[C@H:12]([OH:13])[C@H:10]2[OH:11])[C@H:5]([OH:6])[C@H:3]1[OH:4].[C:24](Cl)(=[O:31])[C:25]1[CH:30]=[CH:29][CH:28]=[CH:27][CH:26]=1.C(Cl)Cl. Product: [C:24]([O:11][C@@H:10]1[C@@H:12]([O:13][C:24](=[O:31])[C:25]2[CH:30]=[CH:29][CH:28]=[CH:27][CH:26]=2)[C@@H:14]([O:15][C:24](=[O:31])[C:25]2[CH:30]=[CH:29][CH:28]=[CH:27][CH:26]=2)[C@@H:16]([CH2:18][O:19][C:24](=[O:31])[C:25]2[CH:30]=[CH:29][CH:28]=[CH:27][CH:26]=2)[O:17][C@H:9]1[O:8][C@@H:7]1[C@@H:20]([CH2:22][O:23][C:24](=[O:31])[C:25]2[CH:30]=[CH:29][CH:28]=[CH:27][CH:26]=2)[O:21][CH:2]([O:1][C:24](=[O:31])[C:25]2[CH:30]=[CH:29][CH:28]=[CH:27][CH:26]=2)[C@H:3]([O:4][C:24](=[O:31])[C:25]2[CH:30]=[CH:29][CH:28]=[CH:27][CH:26]=2)[C@H:5]1[O:6][C:24](=[O:31])[C:25]1[CH:30]=[CH:29][CH:28]=[CH:27][CH:26]=1)(=[O:31])[C:25]1[CH:30]=[CH:29][CH:28]=[CH:27][CH:26]=1. The catalyst class is: 383. (2) Reactant: Cl[C:2]1[C:11]2[C:6](=[CH:7][CH:8]=[C:9]([N+:12]([O-:14])=[O:13])[CH:10]=2)[CH:5]=[CH:4][N:3]=1.[CH3:15][O-:16].[Na+]. Product: [CH3:15][O:16][C:2]1[C:11]2[C:6](=[CH:7][CH:8]=[C:9]([N+:12]([O-:14])=[O:13])[CH:10]=2)[CH:5]=[CH:4][N:3]=1. The catalyst class is: 5. (3) Reactant: [C:1]([O:5][C:6]([NH:8][CH2:9][C@H:10]1[CH2:15][CH2:14][C@H:13]([C:16]([NH:18][C@@H:19]([CH2:23][C:24]2[CH:29]=[CH:28][C:27]([C:30]3[CH:35]=[CH:34][C:33]([C:36](=[O:41])[NH:37][CH:38]([CH3:40])[CH3:39])=[CH:32][C:31]=3[Cl:42])=[CH:26][CH:25]=2)[C:20](O)=[O:21])=[O:17])[CH2:12][CH2:11]1)=[O:7])([CH3:4])([CH3:3])[CH3:2].[F:43][C:44]1[CH:52]=[C:51]([NH2:53])[CH:50]=[C:49]2[C:45]=1[CH:46]=[N:47][NH:48]2.C(N(CC)C(C)C)(C)C.C(P1(=O)OP(=O)(CCC)OP(=O)(CCC)O1)CC. Product: [Cl:42][C:31]1[CH:32]=[C:33]([C:36](=[O:41])[NH:37][CH:38]([CH3:40])[CH3:39])[CH:34]=[CH:35][C:30]=1[C:27]1[CH:26]=[CH:25][C:24]([CH2:23][C@H:19]([NH:18][C:16]([C@H:13]2[CH2:12][CH2:11][C@H:10]([CH2:9][NH:8][C:6](=[O:7])[O:5][C:1]([CH3:4])([CH3:2])[CH3:3])[CH2:15][CH2:14]2)=[O:17])[C:20]([NH:53][C:51]2[CH:50]=[C:49]3[C:45]([CH:46]=[N:47][NH:48]3)=[C:44]([F:43])[CH:52]=2)=[O:21])=[CH:29][CH:28]=1. The catalyst class is: 84. (4) Reactant: C[O-].[Na+].Cl.[NH2:5][C:6]([NH2:8])=[NH:7].O1CCCC1.Cl.[Cl:15][C:16]([C:18]1[C:26]2[C:21](=[CH:22][CH:23]=[CH:24][CH:25]=2)[N:20]([C:27]2[C:36]3[C:31](=[CH:32][CH:33]=[C:34]([C:37]([F:40])([F:39])[F:38])[CH:35]=3)[N:30]=[CH:29][CH:28]=2)[CH:19]=1)=[O:17]. Product: [ClH:15].[NH:7]([C:16]([C:18]1[C:26]2[C:21](=[CH:22][CH:23]=[CH:24][CH:25]=2)[N:20]([C:27]2[C:36]3[C:31](=[CH:32][CH:33]=[C:34]([C:37]([F:39])([F:38])[F:40])[CH:35]=3)[N:30]=[CH:29][CH:28]=2)[CH:19]=1)=[O:17])[C:6]([NH2:8])=[NH:5]. The catalyst class is: 138.